From a dataset of P-glycoprotein inhibition data for predicting drug efflux from Broccatelli et al.. Regression/Classification. Given a drug SMILES string, predict its absorption, distribution, metabolism, or excretion properties. Task type varies by dataset: regression for continuous measurements (e.g., permeability, clearance, half-life) or binary classification for categorical outcomes (e.g., BBB penetration, CYP inhibition). Dataset: pgp_broccatelli. The compound is Cc1ccccc1N1CCN(C[C@H](O)COc2cccc(C(=O)CCc3ccccc3)c2)CC1. The result is 1 (inhibitor).